From a dataset of NCI-60 drug combinations with 297,098 pairs across 59 cell lines. Regression. Given two drug SMILES strings and cell line genomic features, predict the synergy score measuring deviation from expected non-interaction effect. (1) Synergy scores: CSS=1.98, Synergy_ZIP=5.89, Synergy_Bliss=0.641, Synergy_Loewe=-0.623, Synergy_HSA=-1.21. Drug 2: C1=NNC2=C1C(=O)NC=N2. Cell line: OVCAR-8. Drug 1: C1CCN(CC1)CCOC2=CC=C(C=C2)C(=O)C3=C(SC4=C3C=CC(=C4)O)C5=CC=C(C=C5)O. (2) Drug 1: CC12CCC3C(C1CCC2O)C(CC4=C3C=CC(=C4)O)CCCCCCCCCS(=O)CCCC(C(F)(F)F)(F)F. Drug 2: COC1=C2C(=CC3=C1OC=C3)C=CC(=O)O2. Cell line: HOP-62. Synergy scores: CSS=7.24, Synergy_ZIP=-2.31, Synergy_Bliss=-5.95, Synergy_Loewe=-4.56, Synergy_HSA=-4.02.